From a dataset of Forward reaction prediction with 1.9M reactions from USPTO patents (1976-2016). Predict the product of the given reaction. (1) Given the reactants Cl[C:2]1[CH:3]=[C:4]([NH:10][C:11]2[CH:16]=[CH:15][C:14]([C:17]([N:19]3[CH2:24][CH2:23][O:22][CH2:21][CH2:20]3)=[O:18])=[CH:13][N:12]=2)[C:5](=[O:9])[N:6]([CH3:8])[N:7]=1.B1(B2OC(C)(C)C(C)(C)O2)OC(C)(C)C(C)(C)O1.CC(C1C=C(C(C)C)C(C2C=CC=CC=2P(C2CCCCC2)C2CCCCC2)=C(C(C)C)C=1)C.CC([O-])=O.[K+].Br[C:83]1[CH:90]=[CH:89][CH:88]=[C:87]([N:91]2[CH2:100][CH2:99][C:98]3[C:93](=[CH:94][N:95]=[C:96]([C:101]([CH3:104])([CH3:103])[CH3:102])[CH:97]=3)[C:92]2=[O:105])[C:84]=1[CH:85]=[O:86].C([O-])([O-])=O.[K+].[K+].P(C1CCCCC1)(C1CCCCC1)C1CCCCC1, predict the reaction product. The product is: [C:101]([C:96]1[CH:97]=[C:98]2[C:93](=[CH:94][N:95]=1)[C:92](=[O:105])[N:91]([C:87]1[CH:88]=[CH:89][CH:90]=[C:83]([C:2]3[CH:3]=[C:4]([NH:10][C:11]4[CH:16]=[CH:15][C:14]([C:17]([N:19]5[CH2:24][CH2:23][O:22][CH2:21][CH2:20]5)=[O:18])=[CH:13][N:12]=4)[C:5](=[O:9])[N:6]([CH3:8])[N:7]=3)[C:84]=1[CH:85]=[O:86])[CH2:100][CH2:99]2)([CH3:104])([CH3:102])[CH3:103]. (2) The product is: [CH3:16][O:15][C:13]1[CH:12]=[CH:11][C:9]2[S:10][C:6]([C:4]([OH:5])([CH2:17][CH3:18])[CH2:21][CH3:22])=[CH:7][C:8]=2[CH:14]=1. Given the reactants C(O[C:4]([C:6]1[S:10][C:9]2[CH:11]=[CH:12][C:13]([O:15][CH3:16])=[CH:14][C:8]=2[CH:7]=1)=[O:5])C.[CH2:17]([Mg]Br)[CH3:18].[CH2:21]1COC[CH2:22]1, predict the reaction product. (3) The product is: [Br:1][C:2]1[C:3]([CH3:11])=[C:4]([CH2:5][OH:6])[CH:8]=[CH:9][CH:10]=1. Given the reactants [Br:1][C:2]1[C:3]([CH3:11])=[C:4]([CH:8]=[CH:9][CH:10]=1)[C:5](O)=[O:6].[BH4-].[Na+].II.Cl, predict the reaction product.